From a dataset of Reaction yield outcomes from USPTO patents with 853,638 reactions. Predict the reaction yield, written as a fraction of the theoretical maximum amount of product (1.0 means a 100% yield; for example, 0.34 means a 34% yield). (1) The reactants are C[C:2]1([CH:15]=O)[C:7]([CH3:8])=[CH:6][CH:5]=[C:4]([C:9]2[CH:14]=[CH:13][CH:12]=[CH:11][CH:10]=2)[CH2:3]1.[ClH:17].Cl.[NH2:19][C:20]1[C:29]([NH2:30])=[C:28]2[C:23]([CH:24]=[C:25]([C:32]([OH:34])=[O:33])[CH:26]=[C:27]2[OH:31])=[CH:22][CH:21]=1.S(=O)(O)[O-].[Na+].[CH3:40]CO. The catalyst is O. The product is [ClH:17].[CH3:15][C:2]1[CH:3]=[C:4]([C:9]2[CH:10]=[CH:11][CH:12]=[C:13]([C:40]3[NH:19][C:20]4[CH:21]=[CH:22][C:23]5[C:28](=[C:27]([OH:31])[CH:26]=[C:25]([C:32]([OH:34])=[O:33])[CH:24]=5)[C:29]=4[N:30]=3)[CH:14]=2)[CH:5]=[CH:6][C:7]=1[CH3:8]. The yield is 0.330. (2) The reactants are [NH2:1][C:2]1[NH:6][N:5]=[C:4]2[C:7]([CH3:18])([CH3:17])[N:8]([C:10]([O:12][C:13]([CH3:16])([CH3:15])[CH3:14])=[O:11])[CH2:9][C:3]=12.C(N(CC)C(C)C)(C)C.Cl[C:29]([O:31][CH2:32][CH3:33])=[O:30]. The catalyst is C1COCC1.CCOC(C)=O. The product is [NH2:1][C:2]1[N:6]([C:29]([O:31][CH2:32][CH3:33])=[O:30])[N:5]=[C:4]2[C:7]([CH3:18])([CH3:17])[N:8]([C:10]([O:12][C:13]([CH3:16])([CH3:15])[CH3:14])=[O:11])[CH2:9][C:3]=12. The yield is 0.380. (3) The reactants are Cl[C:2]1[N:7]=[C:6]([NH:8][CH:9]2[CH2:17][CH:16]3[N:12]([CH2:13][CH2:14][CH2:15]3)[C:11]([CH3:19])([CH3:18])[CH2:10]2)[C:5]([F:20])=[CH:4][N:3]=1.[CH3:21][C:22]1([CH3:37])[O:27][C:26]2[C:28](F)=[CH:29][C:30]([NH2:32])=[CH:31][C:25]=2[N:24]2[N:34]=[N:35][N:36]=[C:23]12.Cl. The catalyst is CC(O)C.O1CCOCC1. The product is [CH3:21][C:22]1([CH3:37])[O:27][C:26]2[CH:28]=[CH:29][C:30]([NH:32][C:2]3[N:7]=[C:6]([NH:8][CH:9]4[CH2:17][CH:16]5[N:12]([CH2:13][CH2:14][CH2:15]5)[C:11]([CH3:19])([CH3:18])[CH2:10]4)[C:5]([F:20])=[CH:4][N:3]=3)=[CH:31][C:25]=2[N:24]2[N:34]=[N:35][N:36]=[C:23]12. The yield is 0.720.